Dataset: Catalyst prediction with 721,799 reactions and 888 catalyst types from USPTO. Task: Predict which catalyst facilitates the given reaction. (1) Reactant: Br[C:2]1[CH:7]=[C:6]([CH:8]([O:11][CH3:12])[O:9][CH3:10])[CH:5]=[CH:4][C:3]=1[O:13][CH2:14][CH2:15][N:16]1[CH2:21][CH2:20][O:19][CH2:18][CH2:17]1.C([Li])CCC.[C:27](=[O:29])=[O:28]. Product: [CH3:10][O:9][CH:8]([O:11][CH3:12])[C:6]1[CH:5]=[CH:4][C:3]([O:13][CH2:14][CH2:15][N:16]2[CH2:21][CH2:20][O:19][CH2:18][CH2:17]2)=[C:2]([CH:7]=1)[C:27]([OH:29])=[O:28]. The catalyst class is: 1. (2) Reactant: [CH3:1][O:2][C:3](=[O:27])[C:4]1[C:5](=[C:10]([CH3:26])[C:11]([O:18][S:19]([C:22]([F:25])([F:24])[F:23])(=[O:21])=[O:20])=[CH:12][C:13]=1[O:14]CC=C)[C:6]([O:8][CH3:9])=[O:7].C(NCC)C. Product: [CH3:1][O:2][C:3](=[O:27])[C:4]1[C:5](=[C:10]([CH3:26])[C:11]([O:18][S:19]([C:22]([F:23])([F:25])[F:24])(=[O:21])=[O:20])=[CH:12][C:13]=1[OH:14])[C:6]([O:8][CH3:9])=[O:7]. The catalyst class is: 11.